This data is from Full USPTO retrosynthesis dataset with 1.9M reactions from patents (1976-2016). The task is: Predict the reactants needed to synthesize the given product. (1) Given the product [N+:1]([C:4]1[CH:13]=[C:12]2[C:7]([C:8]([NH:14][C:20](=[O:21])[O:19][C:15]([CH3:18])([CH3:17])[CH3:16])=[N:9][CH:10]=[N:11]2)=[CH:6][CH:5]=1)([O-:3])=[O:2], predict the reactants needed to synthesize it. The reactants are: [N+:1]([C:4]1[CH:13]=[C:12]2[C:7]([C:8]([NH2:14])=[N:9][CH:10]=[N:11]2)=[CH:6][CH:5]=1)([O-:3])=[O:2].[C:15]([O:19][C:20](O[C:20]([O:19][C:15]([CH3:18])([CH3:17])[CH3:16])=[O:21])=[O:21])([CH3:18])([CH3:17])[CH3:16].[Li+].C[Si]([N-][Si](C)(C)C)(C)C. (2) Given the product [N:17]([C:14]1[CH:13]=[CH:12][C:11]([N:8]2[CH2:9][CH2:10][N:5]([CH2:1][CH:2]([CH3:4])[CH3:3])[CH2:6][CH2:7]2)=[CH:16][CH:15]=1)=[C:18]=[S:19], predict the reactants needed to synthesize it. The reactants are: [CH2:1]([N:5]1[CH2:10][CH2:9][N:8]([C:11]2[CH:16]=[CH:15][C:14]([NH2:17])=[CH:13][CH:12]=2)[CH2:7][CH2:6]1)[CH:2]([CH3:4])[CH3:3].[C:18](N1C=CN=C1)(N1C=CN=C1)=[S:19]. (3) The reactants are: [Cl:1][C:2]1[C:7]2[NH:8][C:9](=[O:25])[N:10]([C:13]3[CH:18]=[CH:17][C:16]([O:19][CH2:20][C:21]([F:24])([F:23])[F:22])=[CH:15][CH:14]=3)[C:11](=[O:12])[C:6]=2[CH:5]=[CH:4][N:3]=1.I[CH2:27][CH3:28].CN(C)C=O.C(=O)([O-])[O-].[K+].[K+]. Given the product [Cl:1][C:2]1[C:7]2[N:8]=[C:9]([O:25][CH2:27][CH3:28])[N:10]([C:13]3[CH:14]=[CH:15][C:16]([O:19][CH2:20][C:21]([F:23])([F:22])[F:24])=[CH:17][CH:18]=3)[C:11](=[O:12])[C:6]=2[CH:5]=[CH:4][N:3]=1, predict the reactants needed to synthesize it. (4) Given the product [NH2:19][C:3]1[CH:4]=[C:5]([CH:17]=[CH:18][C:2]=1[NH2:1])[O:6][C:7]1[CH:8]=[C:9]([CH:14]=[CH:15][CH:16]=1)[C:10]([NH:12][CH3:13])=[O:11], predict the reactants needed to synthesize it. The reactants are: [NH2:1][C:2]1[CH:18]=[CH:17][C:5]([O:6][C:7]2[CH:8]=[C:9]([CH:14]=[CH:15][CH:16]=2)[C:10]([NH:12][CH3:13])=[O:11])=[CH:4][C:3]=1[N+:19]([O-])=O. (5) Given the product [CH:1]1([N:7]([CH2:25][CH:26]2[CH2:27][CH2:28]2)[C:8]2[N:13]=[CH:12][N:11]=[C:10]([C:14]([NH:16][C:17]3[CH:18]=[CH:19][C:20]([CH2:23][N:29]4[CH2:32][CH:31]([C:33]([OH:35])=[O:34])[CH2:30]4)=[CH:21][CH:22]=3)=[O:15])[CH:9]=2)[CH2:6][CH2:5][CH2:4][CH2:3][CH2:2]1, predict the reactants needed to synthesize it. The reactants are: [CH:1]1([N:7]([CH2:25][CH:26]2[CH2:28][CH2:27]2)[C:8]2[N:13]=[CH:12][N:11]=[C:10]([C:14]([NH:16][C:17]3[CH:22]=[CH:21][C:20]([CH:23]=O)=[CH:19][CH:18]=3)=[O:15])[CH:9]=2)[CH2:6][CH2:5][CH2:4][CH2:3][CH2:2]1.[NH:29]1[CH2:32][CH:31]([C:33]([OH:35])=[O:34])[CH2:30]1. (6) Given the product [CH2:11]([O:18][C:19]1[CH:20]=[C:21]([C:25]([CH3:29])([CH3:28])[CH:26]=[O:30])[CH:22]=[CH:23][CH:24]=1)[C:12]1[CH:17]=[CH:16][CH:15]=[CH:14][CH:13]=1, predict the reactants needed to synthesize it. The reactants are: [H-].C([Al+]CC(C)C)C(C)C.[CH2:11]([O:18][C:19]1[CH:20]=[C:21]([C:25]([CH3:29])([CH3:28])[C:26]#N)[CH:22]=[CH:23][CH:24]=1)[C:12]1[CH:17]=[CH:16][CH:15]=[CH:14][CH:13]=1.[OH:30]S(O)(=O)=O. (7) Given the product [Cl:12][C:13]1[CH:14]=[C:15]([S:19]([NH:9][C:5]2[C:4]([O:10][CH3:11])=[N:3][C:2]([Cl:1])=[C:7]([Cl:8])[N:6]=2)(=[O:21])=[O:20])[CH:16]=[CH:17][CH:18]=1, predict the reactants needed to synthesize it. The reactants are: [Cl:1][C:2]1[N:3]=[C:4]([O:10][CH3:11])[C:5]([NH2:9])=[N:6][C:7]=1[Cl:8].[Cl:12][C:13]1[CH:14]=[C:15]([S:19](Cl)(=[O:21])=[O:20])[CH:16]=[CH:17][CH:18]=1.